Task: Predict the product of the given reaction.. Dataset: Forward reaction prediction with 1.9M reactions from USPTO patents (1976-2016) (1) Given the reactants [C:1]([C:3]1[CH:8]=[CH:7][C:6]([CH:9]2[C:14]([C:15]([O:17]CC=C)=[O:16])=[C:13]([CH3:21])[N:12]([C:22]3[CH:27]=[CH:26][CH:25]=[C:24]([C:28]([F:31])([F:30])[F:29])[CH:23]=3)[C:11](=[O:32])[NH:10]2)=[C:5]([S:33]([CH:36]([CH3:38])[CH3:37])(=[O:35])=[O:34])[CH:4]=1)#[N:2].N1CCOCC1, predict the reaction product. The product is: [C:1]([C:3]1[CH:8]=[CH:7][C:6]([CH:9]2[C:14]([C:15]([OH:17])=[O:16])=[C:13]([CH3:21])[N:12]([C:22]3[CH:27]=[CH:26][CH:25]=[C:24]([C:28]([F:30])([F:31])[F:29])[CH:23]=3)[C:11](=[O:32])[NH:10]2)=[C:5]([S:33]([CH:36]([CH3:38])[CH3:37])(=[O:34])=[O:35])[CH:4]=1)#[N:2]. (2) Given the reactants B(F)(F)F.[CH3:5]COCC.[CH:10]1[C:15](/[CH:16]=[CH:17]/[C:18]([OH:20])=[O:19])=[CH:14][CH:13]=[C:12]([OH:21])[CH:11]=1, predict the reaction product. The product is: [C:18]([O:20][CH3:5])(=[O:19])/[CH:17]=[CH:16]/[C:15]1[CH:14]=[CH:13][C:12]([OH:21])=[CH:11][CH:10]=1. (3) Given the reactants [CH3:1][C:2]1[CH:3]=[C:4]2[C:8](=[CH:9][C:10]=1[CH3:11])[C:7](=[O:12])[N:6]([C:13]1[CH:18]=[CH:17][C:16]([F:19])=[CH:15][CH:14]=1)[CH:5]2O.[C:21]([CH:26]=P(C1C=CC=CC=1)(C1C=CC=CC=1)C1C=CC=CC=1)([O:23][CH2:24][CH3:25])=[O:22], predict the reaction product. The product is: [CH3:1][C:2]1[CH:3]=[C:4]2[C:8](=[CH:9][C:10]=1[CH3:11])[C:7](=[O:12])[N:6]([C:13]1[CH:18]=[CH:17][C:16]([F:19])=[CH:15][CH:14]=1)[CH:5]2[CH2:26][C:21]([O:23][CH2:24][CH3:25])=[O:22]. (4) The product is: [OH:1][C:2]1[CH:3]=[C:4]([O:14][C:15]2[CH:20]=[CH:19][C:18]([S:21]([CH3:24])(=[O:23])=[O:22])=[CH:17][N:16]=2)[CH:5]=[C:6]2[C:10]=1[NH:9][C:8]([C:11]([O:13][CH3:26])=[O:12])=[CH:7]2. Given the reactants [OH:1][C:2]1[CH:3]=[C:4]([O:14][C:15]2[CH:20]=[CH:19][C:18]([S:21]([CH3:24])(=[O:23])=[O:22])=[CH:17][N:16]=2)[CH:5]=[C:6]2[C:10]=1[NH:9][C:8]([C:11]([OH:13])=[O:12])=[CH:7]2.O.[CH3:26]O, predict the reaction product. (5) Given the reactants [H-].[Na+].[C:3](=[O:10])([O:7][CH2:8][CH3:9])OCC.[C:11]([C:14]1[S:18][C:17]2[CH:19]=[CH:20][CH:21]=[CH:22][C:16]=2[CH:15]=1)(=[O:13])[CH3:12].O, predict the reaction product. The product is: [CH2:8]([O:7][C:3](=[O:10])[CH2:12][C:11]([C:14]1[S:18][C:17]2[CH:19]=[CH:20][CH:21]=[CH:22][C:16]=2[CH:15]=1)=[O:13])[CH3:9]. (6) The product is: [CH2:1]([N:8]1[C:16]2[C:11](=[CH:12][CH:13]=[C:14]([C:17]([NH:71][C:72]([CH3:76])([CH3:75])[CH2:73][OH:74])=[O:18])[CH:15]=2)[C:10]([C:20]([NH:21][CH2:22][C:23]2[CH:28]=[CH:27][C:26]([F:29])=[C:25]([F:30])[CH:24]=2)=[O:31])=[C:9]1[CH:32]([CH3:34])[CH3:33])[C:2]1[CH:3]=[CH:4][CH:5]=[CH:6][CH:7]=1. Given the reactants [CH2:1]([N:8]1[C:16]2[C:11](=[CH:12][CH:13]=[C:14]([C:17](O)=[O:18])[CH:15]=2)[C:10]([C:20](=[O:31])[NH:21][CH2:22][C:23]2[CH:28]=[CH:27][C:26]([F:29])=[C:25]([F:30])[CH:24]=2)=[C:9]1[CH:32]([CH3:34])[CH3:33])[C:2]1[CH:7]=[CH:6][CH:5]=[CH:4][CH:3]=1.F[P-](F)(F)(F)(F)F.N1(O[P+](N(C)C)(N(C)C)N(C)C)C2C=CC=CC=2N=N1.CCN(C(C)C)C(C)C.[NH2:71][C:72]([CH3:76])([CH3:75])[CH2:73][OH:74], predict the reaction product. (7) The product is: [C:1]1([S:7]([C:10]2[CH:16]=[CH:15][C:13]([NH:14][C:18]3[C:19]4[CH:27]=[C:26]([Cl:28])[N:25]=[CH:24][C:20]=4[N:21]=[CH:22][N:23]=3)=[CH:12][CH:11]=2)(=[O:8])=[O:9])[CH:6]=[CH:5][CH:4]=[CH:3][CH:2]=1. Given the reactants [C:1]1([S:7]([C:10]2[CH:16]=[CH:15][C:13]([NH2:14])=[CH:12][CH:11]=2)(=[O:9])=[O:8])[CH:6]=[CH:5][CH:4]=[CH:3][CH:2]=1.Cl[C:18]1[C:19]2[CH:27]=[C:26]([Cl:28])[N:25]=[CH:24][C:20]=2[N:21]=[CH:22][N:23]=1, predict the reaction product. (8) Given the reactants I[C:2]1[C:3]([N:13]([C:25]([C:27]2[C:28](C)=[N:29][N:30]([CH:32]3[CH2:37][CH2:36][CH2:35][CH2:34][O:33]3)[CH:31]=2)=[O:26])[CH2:14][CH2:15][CH2:16][NH:17][C:18](=[O:24])[O:19][C:20]([CH3:23])([CH3:22])[CH3:21])=[CH:4][C:5]2[CH2:6][C:7](=[O:12])[CH2:8][CH2:9][C:10]=2[CH:11]=1.[C:39]([O-])(=O)C.[K+], predict the reaction product. The product is: [CH3:39][C:31]1[N:30]([CH:32]2[CH2:37][CH2:36][CH2:35][CH2:34][O:33]2)[N:29]=[C:28]2[C:4]3[CH:5]=[C:10]4[CH2:9][CH2:8][C:7](=[O:12])[CH2:6][C:11]4=[CH:2][C:3]=3[N:13]([CH2:14][CH2:15][CH2:16][NH:17][C:18](=[O:24])[O:19][C:20]([CH3:21])([CH3:23])[CH3:22])[C:25](=[O:26])[C:27]=12. (9) Given the reactants F[C:2]1[CH:7]=[CH:6][C:5]([N+:8]([O-:10])=[O:9])=[CH:4][CH:3]=1.[C:11]([N:15]1[CH2:20][CH2:19][NH:18][CH2:17][CH2:16]1)([CH3:14])([CH3:13])[CH3:12].C([O-])([O-])=O.[K+].[K+], predict the reaction product. The product is: [NH3:8].[C:11]([N:15]1[CH2:20][CH2:19][N:18]([C:2]2[CH:7]=[CH:6][C:5]([N+:8]([O-:10])=[O:9])=[CH:4][CH:3]=2)[CH2:17][CH2:16]1)([CH3:14])([CH3:13])[CH3:12].